From a dataset of Catalyst prediction with 721,799 reactions and 888 catalyst types from USPTO. Predict which catalyst facilitates the given reaction. (1) Reactant: [C:1]([O:4][CH2:5][CH2:6][CH2:7][CH:8]=[O:9])(=[O:3])[CH3:2]. Product: [C:1]([O:4][CH2:5][CH2:6][CH2:7][CH2:8][OH:9])(=[O:3])[CH3:2]. The catalyst class is: 7. (2) Reactant: Cl[CH2:2][C:3]([NH:5][C:6]1[C:11]([CH:12]([CH3:14])[CH3:13])=[CH:10][CH:9]=[CH:8][C:7]=1[CH:15]([CH3:17])[CH3:16])=[O:4].[CH2:18]([NH:23][CH2:24][C:25]1[CH:30]=[CH:29][C:28]([C:31]2[CH:36]=[CH:35][CH:34]=[CH:33][C:32]=2[C:37]2[N:41]([C:42]([C:55]3[CH:60]=[CH:59][CH:58]=[CH:57][CH:56]=3)([C:49]3[CH:54]=[CH:53][CH:52]=[CH:51][CH:50]=3)[C:43]3[CH:48]=[CH:47][CH:46]=[CH:45][CH:44]=3)[N:40]=[N:39][N:38]=2)=[CH:27][CH:26]=1)[CH2:19][CH2:20][CH2:21][CH3:22].[I-].[K+].C(N(CC)CC)C. Product: [CH:15]([C:7]1[CH:8]=[CH:9][CH:10]=[C:11]([CH:12]([CH3:14])[CH3:13])[C:6]=1[NH:5][C:3]([CH2:2][N:23]([CH2:18][CH2:19][CH2:20][CH2:21][CH3:22])[CH2:24][C:25]1[CH:30]=[CH:29][C:28]([C:31]2[CH:36]=[CH:35][CH:34]=[CH:33][C:32]=2[C:37]2[N:41]([C:42]([C:55]3[CH:56]=[CH:57][CH:58]=[CH:59][CH:60]=3)([C:49]3[CH:50]=[CH:51][CH:52]=[CH:53][CH:54]=3)[C:43]3[CH:48]=[CH:47][CH:46]=[CH:45][CH:44]=3)[N:40]=[N:39][N:38]=2)=[CH:27][CH:26]=1)=[O:4])([CH3:17])[CH3:16]. The catalyst class is: 42.